Dataset: Catalyst prediction with 721,799 reactions and 888 catalyst types from USPTO. Task: Predict which catalyst facilitates the given reaction. (1) Reactant: [CH3:1][O:2][C:3]1[CH:4]=[C:5]([CH:8]=[CH:9][CH:10]=1)[CH:6]=[O:7].C(O[CH2:15][CH:16]=[CH2:17])(=O)C.O.CCN(CC)CC.CC1C(C)=C(C)C(C)=C(C)C=1C. Product: [CH3:1][O:2][C:3]1[CH:4]=[C:5]([CH:6]([OH:7])[CH2:17][CH:16]=[CH2:15])[CH:8]=[CH:9][CH:10]=1. The catalyst class is: 12. (2) Reactant: [Br:1][C:2]1[CH:3]=[C:4]([NH2:10])[C:5]([NH2:9])=[CH:6][C:7]=1[Br:8].[CH:11]([CH:13]1[CH2:18][CH2:17][N:16]([C:19]([O:21][C:22]([CH3:25])([CH3:24])[CH3:23])=[O:20])[CH2:15][CH2:14]1)=O. Product: [Br:1][C:2]1[C:7]([Br:8])=[CH:6][C:5]2[N:9]([CH2:11][CH:13]3[CH2:18][CH2:17][N:16]([C:19]([O:21][C:22]([CH3:23])([CH3:25])[CH3:24])=[O:20])[CH2:15][CH2:14]3)[C:11]([CH:13]3[CH2:18][CH2:17][N:16]([C:19]([O:21][C:22]([CH3:25])([CH3:24])[CH3:23])=[O:20])[CH2:15][CH2:14]3)=[N:10][C:4]=2[CH:3]=1. The catalyst class is: 836.